Dataset: NCI-60 drug combinations with 297,098 pairs across 59 cell lines. Task: Regression. Given two drug SMILES strings and cell line genomic features, predict the synergy score measuring deviation from expected non-interaction effect. (1) Drug 1: COC1=C(C=C2C(=C1)N=CN=C2NC3=CC(=C(C=C3)F)Cl)OCCCN4CCOCC4. Drug 2: C1=NC2=C(N1)C(=S)N=C(N2)N. Cell line: MCF7. Synergy scores: CSS=38.0, Synergy_ZIP=-2.05, Synergy_Bliss=-0.426, Synergy_Loewe=2.37, Synergy_HSA=3.27. (2) Drug 1: CC(C)CN1C=NC2=C1C3=CC=CC=C3N=C2N. Drug 2: C(CCl)NC(=O)N(CCCl)N=O. Cell line: NCI/ADR-RES. Synergy scores: CSS=-2.41, Synergy_ZIP=-0.512, Synergy_Bliss=1.78, Synergy_Loewe=-3.73, Synergy_HSA=-3.45. (3) Drug 1: CN1CCC(CC1)COC2=C(C=C3C(=C2)N=CN=C3NC4=C(C=C(C=C4)Br)F)OC. Drug 2: CC1=C(N=C(N=C1N)C(CC(=O)N)NCC(C(=O)N)N)C(=O)NC(C(C2=CN=CN2)OC3C(C(C(C(O3)CO)O)O)OC4C(C(C(C(O4)CO)O)OC(=O)N)O)C(=O)NC(C)C(C(C)C(=O)NC(C(C)O)C(=O)NCCC5=NC(=CS5)C6=NC(=CS6)C(=O)NCCC[S+](C)C)O. Cell line: SK-OV-3. Synergy scores: CSS=16.5, Synergy_ZIP=-3.65, Synergy_Bliss=2.93, Synergy_Loewe=0.357, Synergy_HSA=2.94.